From a dataset of Full USPTO retrosynthesis dataset with 1.9M reactions from patents (1976-2016). Predict the reactants needed to synthesize the given product. (1) The reactants are: [CH2:1]([O:8][C:9]1[CH:14]=[CH:13][C:12](I)=[CH:11][CH:10]=1)[C:2]1[CH:7]=[CH:6][CH:5]=[CH:4][CH:3]=1.[NH:16]1[CH2:21][CH2:20][CH:19]([OH:22])[CH2:18][CH2:17]1.C1CCC(P(C2C(C3C=CC=CC=3)=CC=CC=2)C2CCCCC2)CC1.CC(C)([O-])C.[Na+]. Given the product [CH2:1]([O:8][C:9]1[CH:14]=[CH:13][C:12]([N:16]2[CH2:21][CH2:20][CH:19]([OH:22])[CH2:18][CH2:17]2)=[CH:11][CH:10]=1)[C:2]1[CH:7]=[CH:6][CH:5]=[CH:4][CH:3]=1, predict the reactants needed to synthesize it. (2) Given the product [Cl:33][C:34]1[C:35]2[CH:45]=[CH:44][CH:43]=[CH:42][C:36]=2[S:37][C:38]=1[C:39]([N:6]([CH2:5][C:4]1[CH:22]=[C:23]([C:26]2[CH:27]=[N:28][C:29]([CH3:32])=[CH:30][CH:31]=2)[CH:24]=[CH:25][C:3]=1[O:2][CH3:1])[CH:7]1[CH2:8][CH2:9][CH:10]([N:13]([CH3:21])[C:14](=[O:20])[O:15][C:16]([CH3:19])([CH3:18])[CH3:17])[CH2:11][CH2:12]1)=[O:40], predict the reactants needed to synthesize it. The reactants are: [CH3:1][O:2][C:3]1[CH:25]=[CH:24][C:23]([C:26]2[CH:27]=[N:28][C:29]([CH3:32])=[CH:30][CH:31]=2)=[CH:22][C:4]=1[CH2:5][NH:6][CH:7]1[CH2:12][CH2:11][CH:10]([N:13]([CH3:21])[C:14](=[O:20])[O:15][C:16]([CH3:19])([CH3:18])[CH3:17])[CH2:9][CH2:8]1.[Cl:33][C:34]1[C:35]2[CH:45]=[CH:44][CH:43]=[CH:42][C:36]=2[S:37][C:38]=1[C:39](Cl)=[O:40]. (3) Given the product [CH2:1]([O:8][C:9]([N:11]([C:18]1[C:27]2[C:22](=[CH:23][CH:24]=[C:25]([C:28]([F:31])([F:30])[F:29])[CH:26]=2)[N:21]=[CH:20][CH:19]=1)[CH2:12][C:13]([OH:15])=[O:14])=[O:10])[C:2]1[CH:7]=[CH:6][CH:5]=[CH:4][CH:3]=1, predict the reactants needed to synthesize it. The reactants are: [CH2:1]([O:8][C:9]([N:11]([C:18]1[C:27]2[C:22](=[CH:23][CH:24]=[C:25]([C:28]([F:31])([F:30])[F:29])[CH:26]=2)[N:21]=[CH:20][CH:19]=1)[CH2:12][C:13]([O:15]CC)=[O:14])=[O:10])[C:2]1[CH:7]=[CH:6][CH:5]=[CH:4][CH:3]=1.[Li+].[OH-].Cl. (4) Given the product [Br:1][C:2]1[C:3]([O:13][CH3:14])=[C:4]([CH2:8][CH2:9][OH:10])[CH:5]=[CH:6][CH:7]=1, predict the reactants needed to synthesize it. The reactants are: [Br:1][C:2]1[C:3]([O:13][CH3:14])=[C:4]([CH2:8][C:9](OC)=[O:10])[CH:5]=[CH:6][CH:7]=1.[Li+].[BH4-].Cl. (5) The reactants are: CC(C)([O-])C.[K+].[Cl:7][C:8]1[CH:13]=[CH:12][C:11]([N+:14]([O-:16])=[O:15])=[CH:10][CH:9]=1.Cl[CH2:18][C:19]1[CH:24]=[CH:23][CH:22]=[CH:21][N:20]=1.[Cl-].[NH4+]. Given the product [Cl:7][C:8]1[CH:13]=[CH:12][C:11]([N+:14]([O-:16])=[O:15])=[C:10]([CH:9]=1)[CH2:18][C:19]1[CH:24]=[CH:23][CH:22]=[CH:21][N:20]=1, predict the reactants needed to synthesize it. (6) Given the product [C:21]([C:18]1[CH:17]=[CH:16][C:15]([C:11]2[CH:12]=[C:13]3[C:8](=[CH:9][CH:10]=2)[N:7]([C:30]2[CH:31]=[CH:32][C:27]([C:26]([F:37])([F:36])[F:25])=[CH:28][CH:29]=2)[C:6]([C:4]([OH:5])=[O:3])=[CH:14]3)=[CH:20][CH:19]=1)([CH3:24])([CH3:22])[CH3:23], predict the reactants needed to synthesize it. The reactants are: C([O:3][C:4]([C:6]1[NH:7][C:8]2[C:13]([CH:14]=1)=[CH:12][C:11]([C:15]1[CH:20]=[CH:19][C:18]([C:21]([CH3:24])([CH3:23])[CH3:22])=[CH:17][CH:16]=1)=[CH:10][CH:9]=2)=[O:5])C.[F:25][C:26]([F:37])([F:36])[C:27]1[CH:32]=[CH:31][C:30](B(O)O)=[CH:29][CH:28]=1. (7) Given the product [Cl:1][C:2]1[CH:18]=[CH:17][C:5]2[N:6]([CH2:9][C:10]([OH:12])=[O:11])[N:7]=[N:8][C:4]=2[C:3]=1[O:19][C:20]1[CH:25]=[C:24]([C:26]#[N:27])[CH:23]=[C:22]([Cl:28])[CH:21]=1, predict the reactants needed to synthesize it. The reactants are: [Cl:1][C:2]1[CH:18]=[CH:17][C:5]2[N:6]([CH2:9][C:10]([O:12]C(C)(C)C)=[O:11])[N:7]=[N:8][C:4]=2[C:3]=1[O:19][C:20]1[CH:25]=[C:24]([C:26]#[N:27])[CH:23]=[C:22]([Cl:28])[CH:21]=1. (8) The reactants are: [CH2:1]([CH:3]([NH:6][C:7]1[CH:12]=[C:11]([CH3:13])[N:10]=[C:9]([O:14][C:15]2[C:20]([CH3:21])=[CH:19][C:18]([CH3:22])=[CH:17][C:16]=2[CH3:23])[C:8]=1[NH2:24])[CH2:4][CH3:5])[CH3:2].[Cl:25][CH2:26][C:27](Cl)=[O:28].C(N(CC)CC)C. Given the product [Cl:25][CH2:26][C:27]([NH:24][C:8]1[C:9]([O:14][C:15]2[C:20]([CH3:21])=[CH:19][C:18]([CH3:22])=[CH:17][C:16]=2[CH3:23])=[N:10][C:11]([CH3:13])=[CH:12][C:7]=1[NH:6][CH:3]([CH2:4][CH3:5])[CH2:1][CH3:2])=[O:28], predict the reactants needed to synthesize it.